Dataset: Full USPTO retrosynthesis dataset with 1.9M reactions from patents (1976-2016). Task: Predict the reactants needed to synthesize the given product. (1) The reactants are: [H-].[Na+].[N+:3]([C:6]1[CH:7]=[C:8]([NH:12][C:13](=[O:19])[O:14][C:15]([CH3:18])([CH3:17])[CH3:16])[CH:9]=[CH:10][CH:11]=1)([O-:5])=[O:4].[CH3:20]I. Given the product [CH3:20][N:12]([C:8]1[CH:9]=[CH:10][CH:11]=[C:6]([N+:3]([O-:5])=[O:4])[CH:7]=1)[C:13](=[O:19])[O:14][C:15]([CH3:16])([CH3:18])[CH3:17], predict the reactants needed to synthesize it. (2) Given the product [CH3:35][S:32]([CH2:31][C:30]1[N:36]=[C:25]([CH:11]2[CH2:12][CH:13]([C:15]3[CH:16]=[CH:17][C:18]([C:21]([F:24])([F:22])[F:23])=[CH:19][CH:20]=3)[CH2:14][N:9]([C:7]([N:1]3[CH2:6][CH2:5][O:4][CH2:3][CH2:2]3)=[O:8])[CH2:10]2)[O:27][N:29]=1)(=[O:34])=[O:33], predict the reactants needed to synthesize it. The reactants are: [N:1]1([C:7]([N:9]2[CH2:14][CH:13]([C:15]3[CH:20]=[CH:19][C:18]([C:21]([F:24])([F:23])[F:22])=[CH:17][CH:16]=3)[CH2:12][CH:11]([C:25]([OH:27])=O)[CH2:10]2)=[O:8])[CH2:6][CH2:5][O:4][CH2:3][CH2:2]1.O[N:29]=[C:30]([NH2:36])[CH2:31][S:32]([CH3:35])(=[O:34])=[O:33]. (3) Given the product [F:10][C:11]([F:22])([F:21])[C:12]1[CH:17]=[CH:16][C:15]([C:2]2[CH:9]=[CH:8][CH:7]=[C:4]([CH2:5][OH:6])[CH:3]=2)=[CH:14][CH:13]=1, predict the reactants needed to synthesize it. The reactants are: Br[C:2]1[CH:3]=[C:4]([CH:7]=[CH:8][CH:9]=1)[CH2:5][OH:6].[F:10][C:11]([F:22])([F:21])[C:12]1[CH:17]=[CH:16][C:15](B(O)O)=[CH:14][CH:13]=1.C([O-])([O-])=O.[Na+].[Na+]. (4) Given the product [F:19][C:12]([F:20])([C:13]1[CH:18]=[CH:17][CH:16]=[CH:15][CH:14]=1)[CH2:11][NH:10][C:4]1[N:5]=[C:6]([O:8][CH3:9])[N:7]=[C:2]([C:29]2[CH:28]=[C:27]([C:24]([CH3:26])([CH3:25])[C:21]([OH:23])=[O:22])[CH:32]=[CH:31][CH:30]=2)[CH:3]=1, predict the reactants needed to synthesize it. The reactants are: Cl[C:2]1[N:7]=[C:6]([O:8][CH3:9])[N:5]=[C:4]([NH:10][CH2:11][C:12]([F:20])([F:19])[C:13]2[CH:18]=[CH:17][CH:16]=[CH:15][CH:14]=2)[CH:3]=1.[C:21]([C:24]([C:27]1[CH:28]=[C:29](B(O)O)[CH:30]=[CH:31][CH:32]=1)([CH3:26])[CH3:25])([OH:23])=[O:22].C([O-])([O-])=O.[Cs+].[Cs+]. (5) Given the product [F:63][C:60]1[N:61]=[CH:62][C:57]([CH2:1][N:2]2[C:10]3[C:5](=[CH:6][C:7]([S:11]([N:14]4[CH2:18][CH2:17][C@H:15]4[CH2:19][O:20][C:21]4[CH:22]=[CH:23][CH:24]=[CH:25][CH:26]=4)(=[O:13])=[O:12])=[CH:8][CH:9]=3)[C:4](=[O:27])[C:3]2=[O:28])=[CH:58][CH:59]=1, predict the reactants needed to synthesize it. The reactants are: [CH3:1][N:2]1[C:10]2[C:5](=[CH:6][C:7]([S:11]([N:14]3[CH2:18][CH2:17]C[C@H:15]3[CH2:19][O:20][C:21]3[CH:26]=[CH:25][CH:24]=[CH:23][CH:22]=3)(=[O:13])=[O:12])=[CH:8][CH:9]=2)[C:4](=[O:27])[C:3]1=[O:28].O(C[C@@H]1CCN1S(C1C=C2C(=CC=1)NC(=O)C2=O)(=O)=O)C1C=CC=CC=1.BrC[C:57]1[CH:58]=[CH:59][C:60]([F:63])=[N:61][CH:62]=1. (6) Given the product [F:3][C:4]1[CH:9]=[CH:8][C:7]([C:10]2[N:11]=[C:12]([C:15]3[CH:16]=[C:17]([C:30]([OH:32])=[O:31])[C:18]([C:21]4[CH:26]=[CH:25][CH:24]=[CH:23][C:22]=4[N+:27]([O-:29])=[O:28])=[CH:19][CH:20]=3)[S:13][CH:14]=2)=[CH:6][CH:5]=1, predict the reactants needed to synthesize it. The reactants are: [OH-].[Na+].[F:3][C:4]1[CH:9]=[CH:8][C:7]([C:10]2[N:11]=[C:12]([C:15]3[CH:16]=[C:17]([C:30]([OH:32])=[O:31])[C:18]([C:21]4[CH:26]=[CH:25][CH:24]=[CH:23][C:22]=4[N+:27]([O-:29])=[O:28])=[CH:19][CH:20]=3)[S:13][CH:14]=2)=[CH:6][CH:5]=1.COC(C1C(C2C=CC=CC=2[N+]([O-])=O)=CC=C(C2SC=C(C3C=CC(F)=CC=3)N=2)C=1)=O. (7) Given the product [CH3:11][N:4](/[CH:1]=[CH:2]/[CH3:3])[C:5]1[CH:6]=[CH:7][CH:8]=[CH:9][CH:10]=1, predict the reactants needed to synthesize it. The reactants are: [CH2:1]([N:4]([CH3:11])[C:5]1[CH:10]=[CH:9][CH:8]=[CH:7][CH:6]=1)[CH:2]=[CH2:3].C(N(CC)CC)C.CCCCC.